Dataset: Forward reaction prediction with 1.9M reactions from USPTO patents (1976-2016). Task: Predict the product of the given reaction. (1) The product is: [CH2:34]([O:36][C:37]1[C:46]([O:47][CH3:48])=[CH:45][C:44]2[C:43]([C:49]3[CH:50]=[CH:51][C:52]([C:53]([N:30]4[CH2:31][CH2:32][CH:27]([N:12]5[C:13](=[O:26])[C:14]6[S:18][C:17]([C:19]7[CH:20]=[CH:21][C:22]([F:25])=[CH:23][CH:24]=7)=[CH:16][C:15]=6[N:10]([CH2:9][C:6]6[N:7]=[N:8][N:4]([CH2:2][CH3:3])[N:5]=6)[C:11]5=[O:33])[CH2:28][CH2:29]4)=[O:54])=[CH:56][CH:57]=3)=[N:42][C@@H:41]3[CH2:58][CH2:59][S:60][CH2:61][C@@H:40]3[C:39]=2[CH:38]=1)[CH3:35]. Given the reactants Cl.[CH2:2]([N:4]1[N:8]=[N:7][C:6]([CH2:9][N:10]2[C:15]3[CH:16]=[C:17]([C:19]4[CH:24]=[CH:23][C:22]([F:25])=[CH:21][CH:20]=4)[S:18][C:14]=3[C:13](=[O:26])[N:12]([CH:27]3[CH2:32][CH2:31][NH:30][CH2:29][CH2:28]3)[C:11]2=[O:33])=[N:5]1)[CH3:3].[CH2:34]([O:36][C:37]1[C:46]([O:47][CH3:48])=[CH:45][C:44]2[C:43]([C:49]3[CH:57]=[CH:56][C:52]([C:53](O)=[O:54])=[CH:51][CH:50]=3)=[N:42][C@@H:41]3[CH2:58][CH2:59][S:60][CH2:61][C@@H:40]3[C:39]=2[CH:38]=1)[CH3:35].CN(C(ON1N=NC2C=CC=CC1=2)=[N+](C)C)C.F[P-](F)(F)(F)(F)F.CCN(C(C)C)C(C)C, predict the reaction product. (2) Given the reactants [OH:1][CH:2]([CH2:10][OH:11])[C:3]([O:5][C:6]([CH3:9])([CH3:8])[CH3:7])=[O:4].[C:12]([NH:22][C@H:23]([C:27]([OH:29])=O)[CH:24]([CH3:26])[CH3:25])([O:14][CH2:15][C:16]1[CH:21]=[CH:20][CH:19]=[CH:18][CH:17]=1)=[O:13].[CH2:39]1[CH2:44][CH2:43][CH:42](N=C=N[CH:39]2[CH2:44][CH2:43][CH2:42][CH2:41][CH2:40]2)[CH2:41][CH2:40]1, predict the reaction product. The product is: [C:12]([NH:22][C@H:23]([C:27]([O:1][CH:2]([CH2:10][O:11][C:27](=[O:29])[C@H:23]([CH:24]([CH3:25])[CH3:26])[NH:22][C:12]([O:14][CH2:15][C:16]1[CH:17]=[CH:18][CH:19]=[CH:20][CH:21]=1)=[O:13])[C:3]([O:5][C:6]([CH3:7])([CH3:8])[CH3:9])=[O:4])=[O:29])[CH:24]([CH3:25])[CH3:26])([O:14][CH2:15][C:39]1[CH:40]=[CH:41][CH:42]=[CH:43][CH:44]=1)=[O:13].